Dataset: Full USPTO retrosynthesis dataset with 1.9M reactions from patents (1976-2016). Task: Predict the reactants needed to synthesize the given product. (1) Given the product [C:36]([C:19]([CH3:35])([CH2:18][C:15]1[CH:16]=[CH:17][C:12]([CH2:9][CH2:10][CH2:11][OH:59])=[CH:13][CH:14]=1)[C:20]([N:22]([CH:32]1[CH2:34][CH2:33]1)[CH2:23][C:24]1[CH:29]=[CH:28][CH:27]=[C:26]([Cl:30])[C:25]=1[Cl:31])=[O:21])#[N:37], predict the reactants needed to synthesize it. The reactants are: [Si](O[CH:9]([C:12]1[CH:17]=[CH:16][C:15]([CH2:18][C:19]([C:36]#[N:37])([CH3:35])[C:20]([N:22]([CH:32]2[CH2:34][CH2:33]2)[CH2:23][C:24]2[CH:29]=[CH:28][CH:27]=[C:26]([Cl:30])[C:25]=2[Cl:31])=[O:21])=[CH:14][CH:13]=1)[CH2:10][CH3:11])(C(C)(C)C)(C)C.[F-].C([N+](CCCC)(CCCC)CCCC)CCC.C1C[O:59]CC1. (2) Given the product [NH2:1][C:4]1[CH:5]=[C:6]([CH:24]=[CH:25][CH:26]=1)[CH:7]=[C:8]1[S:12][C:11](=[O:13])[N:10]([CH2:14][C:15]2[CH:20]=[CH:19][C:18]([Cl:21])=[C:17]([Cl:22])[CH:16]=2)[C:9]1=[O:23], predict the reactants needed to synthesize it. The reactants are: [N+:1]([C:4]1[CH:5]=[C:6]([CH:24]=[CH:25][CH:26]=1)[CH:7]=[C:8]1[S:12][C:11](=[O:13])[N:10]([CH2:14][C:15]2[CH:20]=[CH:19][C:18]([Cl:21])=[C:17]([Cl:22])[CH:16]=2)[C:9]1=[O:23])([O-])=O.C(O)C.C(OCC)(=O)C. (3) Given the product [F:23][C:24]1[CH:29]=[C:28]([F:30])[CH:27]=[CH:26][C:25]=1[NH:31][C:7]1[C:12]([CH3:13])=[C:11]([CH3:14])[N:10]=[C:9]([NH:15][CH2:16][C:17]2[CH:22]=[CH:21][CH:20]=[CH:19][N:18]=2)[N:8]=1, predict the reactants needed to synthesize it. The reactants are: C1(N[C:7]2[C:12]([CH3:13])=[C:11]([CH3:14])[N:10]=[C:9]([NH:15][CH2:16][C:17]3[CH:22]=[CH:21][CH:20]=[CH:19][N:18]=3)[N:8]=2)CCCC1.[F:23][C:24]1[CH:29]=[C:28]([F:30])[CH:27]=[CH:26][C:25]=1[NH2:31]. (4) The reactants are: I[C:2]1[CH:7]=[CH:6][N:5]=[CH:4][C:3]=1[NH2:8].[F:9][C:10]1[C:15](B(O)O)=[CH:14][C:13]([Br:19])=[CH:12][N:11]=1.B(O)O. Given the product [Br:19][C:13]1[CH:14]=[C:15]([C:2]2[CH:7]=[CH:6][N:5]=[CH:4][C:3]=2[NH2:8])[C:10]([F:9])=[N:11][CH:12]=1, predict the reactants needed to synthesize it.